This data is from Drug-target binding data from BindingDB using Ki measurements. The task is: Regression. Given a target protein amino acid sequence and a drug SMILES string, predict the binding affinity score between them. We predict pKi (pKi = -log10(Ki in M); higher means stronger inhibition). Dataset: bindingdb_ki. (1) The drug is Cc1cccc(C)c1OCC(=O)NCC(O)(CCc1ccccc1)C(=O)N1CCC[C@H]1C(=O)N[C@H]1c2ccccc2C[C@H]1O. The target protein sequence is MDIAVKEQDYSNGLIKNSAAFENLKFSNIKNFKVQKRFQILYYILFVFVTGIFFFFLISTYFFTPNYKVNKIVQNTEHLTLAFKIERPYDKVLKTISKKNLKNYIKETFNFFKSGYMKQNYLGSENDVIELDDVANIMFYGEGEVGDNHQKFMLIFDTGSANLWVPSKKCNSSGCSIKNLYDSSKSKSYEKDGTKVDITYGSGTVKGFFSKDLVTLGHLSMPYKFIEVTDTDDLEPIYSSVEFDGILGLGWKDLSIGSIDPIVVELKNQNKIDNALFTFYLPVHDVHAGYLTIGGIEEKFYEGNITYEKLNHDLYWQIDLDVHFGKQTMEKANVIVDSGTTTITAPSEFLNKFFANLNVIKVPFLPFYVTTCDNKEMPTLEFKSANNTYTLEPEYYMNPILEVDDTLCMITMLPVDIDSNTFILGDPFMRKYFTVFDYDKESVGFAIAKN. The pKi is 5.9. (2) The small molecule is N=C(N)c1ccc(CNC(=O)[C@H](Cc2cnc[nH]2)NC(=O)[C@H](CO)NS(=O)(=O)Cc2ccccc2)cc1. The target protein (P00762) has sequence MSALLILALVGAAVAFPLEDDDKIVGGYTCPEHSVPYQVSLNSGYHFCGGSLINDQWVVSAAHCYKSRIQVRLGEHNINVLEGDEQFINAAKIIKHPNYSSWTLNNDIMLIKLSSPVKLNARVAPVALPSACAPAGTQCLISGWGNTLSNGVNNPDLLQCVDAPVLSQADCEAAYPGEITSSMICVGFLEGGKDSCQGDSGGPVVCNGQLQGIVSWGYGCALPDNPGVYTKVCNFVGWIQDTIAAN. The pKi is 7.6.